This data is from Full USPTO retrosynthesis dataset with 1.9M reactions from patents (1976-2016). The task is: Predict the reactants needed to synthesize the given product. The reactants are: [OH:1][C@H:2]([CH2:7][CH2:8][CH2:9][CH2:10][CH2:11][CH2:12][CH2:13][CH2:14][CH2:15][CH2:16][CH2:17][CH2:18][CH3:19])[CH2:3][C:4]([NH2:6])=[O:5].C(N(CC)CC)C.[CH3:27][S:28](Cl)(=[O:30])=[O:29]. Given the product [CH3:27][S:28]([O:1][C@H:2]([CH2:7][CH2:8][CH2:9][CH2:10][CH2:11][CH2:12][CH2:13][CH2:14][CH2:15][CH2:16][CH2:17][CH2:18][CH3:19])[CH2:3][C:4]([NH2:6])=[O:5])(=[O:30])=[O:29], predict the reactants needed to synthesize it.